This data is from NCI-60 drug combinations with 297,098 pairs across 59 cell lines. The task is: Regression. Given two drug SMILES strings and cell line genomic features, predict the synergy score measuring deviation from expected non-interaction effect. (1) Drug 1: C1=NC2=C(N=C(N=C2N1C3C(C(C(O3)CO)O)O)F)N. Drug 2: CCC1=C2CN3C(=CC4=C(C3=O)COC(=O)C4(CC)O)C2=NC5=C1C=C(C=C5)O. Cell line: BT-549. Synergy scores: CSS=14.5, Synergy_ZIP=-4.28, Synergy_Bliss=-2.08, Synergy_Loewe=-10.1, Synergy_HSA=-1.58. (2) Drug 1: CC1CCC2CC(C(=CC=CC=CC(CC(C(=O)C(C(C(=CC(C(=O)CC(OC(=O)C3CCCCN3C(=O)C(=O)C1(O2)O)C(C)CC4CCC(C(C4)OC)O)C)C)O)OC)C)C)C)OC. Drug 2: C1=CN(C=N1)CC(O)(P(=O)(O)O)P(=O)(O)O. Cell line: MDA-MB-435. Synergy scores: CSS=15.4, Synergy_ZIP=-1.37, Synergy_Bliss=1.74, Synergy_Loewe=-28.4, Synergy_HSA=0.881.